Dataset: B-cell epitopes from IEDB database with 3,159 antigens for binding position prediction. Task: Token-level Classification. Given an antigen amino acid sequence, predict which amino acid positions are active epitope sites capable of antibody binding. Output is a list of indices for active positions. Given the antigen sequence: MVALRGLGSGLQPWCPLDLRLEWVDTVWELDFTETEPLDPSIEAEIIETGLAAFTKLYESLLPFATGEHGSMESIWTFFIENNVSHSTLVALFYHFVQIVHKKNVSVQYREYGLHAAGLYFLLLEVPGSVANQVFHPVMFDKCIQTLKKSWPQESNLNRKRKKEQPKSSQANPGRHRKRGKPPRREDIEMDEIIEEQEDENICFSARDLSQIRNAIFHLLKNFLRLLPKFSLKEKPQCVQNCIEVFVSLTNFEPVLHECHVTQARALNQAKYIPELAYYGLYLLCSPIHGEGDKVISCVFHQMLSVILMLEVGEGSHRAPLAVTSQVINCRNQAVQFISALVDELKESIFPVVRILLQHICAKVVDKSEYRTFAAQSLVQLLSKLPCGEYAMFIAWLYKYSRSSKIPHRVFTLDVVLALLELPEREVDNTLSLEHQKFLKHKFLVQEIMFDRCLDKAPTVRSKALSSFAHCLELTVTSASESILELLINSPTFSVIESHP..., which amino acid positions are active epitope sites? The epitope positions are: [1329, 1330, 1331, 1332, 1333, 1334, 1335, 1336, 1337, 1338]. The amino acids at these positions are: PTPETGPLQR.